From a dataset of Catalyst prediction with 721,799 reactions and 888 catalyst types from USPTO. Predict which catalyst facilitates the given reaction. (1) Reactant: [CH3:1][O:2][C:3](=[O:17])[C:4]1[CH:9]=[CH:8][C:7]([CH:10]([OH:16])[CH2:11][C:12]([CH3:15])([CH3:14])[CH3:13])=[CH:6][CH:5]=1.N(C(N1[CH2:35][CH2:34][CH2:33][CH2:32][CH2:31]1)=O)=NC(N1[CH2:35][CH2:34][CH2:33][CH2:32][CH2:31]1)=O.[CH2:36](P(CCCC)CCCC)[CH2:37][CH2:38]C.[Br:49]C1C=C(C)C(O)=C(C)C=1. Product: [CH3:1][O:2][C:3](=[O:17])[C:4]1[CH:9]=[CH:8][C:7]([CH:10]([O:16][C:37]2[CH:38]=[C:34]([CH3:35])[C:33]([Br:49])=[C:32]([CH3:31])[CH:36]=2)[CH2:11][C:12]([CH3:13])([CH3:14])[CH3:15])=[CH:6][CH:5]=1. The catalyst class is: 182. (2) Reactant: [F:1][C:2]1[C:3]([O:32]C)=[C:4]2[C:9](=[CH:10][C:11]=1[CH3:12])[CH:8]([NH:13][C:14]1[CH:23]=[CH:22][CH:21]=[C:20]3[C:15]=1[CH:16]=[CH:17][NH:18][C:19]3=[O:24])[C:7]([OH:29])([C:25]([F:28])([F:27])[F:26])[CH2:6][C:5]2([CH3:31])[CH3:30].B(Br)(Br)Br.C(=O)(O)[O-].[Na+]. Product: [F:1][C:2]1[C:3]([OH:32])=[C:4]2[C:9](=[CH:10][C:11]=1[CH3:12])[CH:8]([NH:13][C:14]1[CH:23]=[CH:22][CH:21]=[C:20]3[C:15]=1[CH:16]=[CH:17][NH:18][C:19]3=[O:24])[C:7]([OH:29])([C:25]([F:28])([F:26])[F:27])[CH2:6][C:5]2([CH3:30])[CH3:31]. The catalyst class is: 4. (3) Reactant: C[O:2][C:3](=[O:51])[CH2:4][C@H:5]([OH:50])[CH2:6][C@H:7]([OH:49])[CH2:8][CH2:9][C:10]1[N:11]([CH:46]([CH3:48])[CH3:47])[C:12]([C:29](=[O:45])[NH:30][C:31]2[CH:36]=[CH:35][C:34]([O:37][CH2:38][C:39]3[CH:44]=[CH:43][CH:42]=[CH:41][CH:40]=3)=[CH:33][CH:32]=2)=[C:13]([C:22]2[CH:27]=[CH:26][C:25]([F:28])=[CH:24][CH:23]=2)[C:14]=1[C:15]1[CH:20]=[CH:19][C:18]([F:21])=[CH:17][CH:16]=1.C(O)C.O.[OH-].[Na+:57]. Product: [Na+:57].[CH2:38]([O:37][C:34]1[CH:33]=[CH:32][C:31]([NH:30][C:29]([C:12]2[N:11]([CH:46]([CH3:48])[CH3:47])[C:10]([CH2:9][CH2:8][CH:7]([OH:49])[CH2:6][CH:5]([OH:50])[CH2:4][C:3]([O-:51])=[O:2])=[C:14]([C:15]3[CH:16]=[CH:17][C:18]([F:21])=[CH:19][CH:20]=3)[C:13]=2[C:22]2[CH:23]=[CH:24][C:25]([F:28])=[CH:26][CH:27]=2)=[O:45])=[CH:36][CH:35]=1)[C:39]1[CH:40]=[CH:41][CH:42]=[CH:43][CH:44]=1. The catalyst class is: 100. (4) Reactant: C([O:3][C:4]([C:6]12[CH2:13][C:10]([C:14](=O)[NH:15][C:16]3[C:17](=[O:30])[N:18]([CH2:27][CH2:28][CH3:29])[C:19](=[O:26])[N:20]([CH2:23][CH2:24][CH3:25])[C:21]=3[NH2:22])([CH2:11][CH2:12]1)[CH2:9][CH2:8][CH2:7]2)=[O:5])C. Product: [O:26]=[C:19]1[N:20]([CH2:23][CH2:24][CH3:25])[C:21]2[N:22]=[C:14]([C:10]34[CH2:13][C:6]([C:4]([OH:3])=[O:5])([CH2:12][CH2:11]3)[CH2:7][CH2:8][CH2:9]4)[NH:15][C:16]=2[C:17](=[O:30])[N:18]1[CH2:27][CH2:28][CH3:29]. The catalyst class is: 562. (5) Reactant: C([BH3-])#N.[Na+].C(#N)C.[C:8]([C:10]1[CH:26]=[CH:25][C:13]([C:14]([C:16]2[N:24]3[C:19]([CH:20]=[CH:21][CH:22]=[CH:23]3)=[CH:18][CH:17]=2)=O)=[CH:12][CH:11]=1)#[N:9].C(OCC)(=O)C. Product: [C:8]([C:10]1[CH:11]=[CH:12][C:13]([CH2:14][C:16]2[N:24]3[C:19]([CH:20]=[CH:21][CH:22]=[CH:23]3)=[CH:18][CH:17]=2)=[CH:25][CH:26]=1)#[N:9]. The catalyst class is: 81. (6) Reactant: [Na].[Br:2][C:3]1[CH:8]=[CH:7][C:6]([N:9]2[CH2:14][CH2:13][NH:12][CH2:11][CH2:10]2)=[CH:5][C:4]=1[O:15][CH3:16].[CH2:17](N(C(C)C)C(C)C)C.C=O. The catalyst class is: 4. Product: [Br:2][C:3]1[CH:8]=[CH:7][C:6]([N:9]2[CH2:10][CH2:11][N:12]([CH3:17])[CH2:13][CH2:14]2)=[CH:5][C:4]=1[O:15][CH3:16]. (7) Reactant: [CH3:1][NH:2][CH2:3][C:4]([C:6]1[CH:13]=[CH:12][C:9]([C:10]#[N:11])=[CH:8][CH:7]=1)=O.[CH:14]([NH2:16])=O.[OH-].[Na+]. Product: [CH3:1][N:2]1[CH:3]=[C:4]([C:6]2[CH:13]=[CH:12][C:9]([C:10]#[N:11])=[CH:8][CH:7]=2)[N:16]=[CH:14]1. The catalyst class is: 25. (8) Reactant: [N-:1]=[N+:2]=[N-:3].[Na+].CS(O[CH2:10][CH2:11][O:12][CH2:13][CH2:14][NH:15][C:16]([O:18][C:19]([CH3:22])([CH3:21])[CH3:20])=[O:17])(=O)=O. The catalyst class is: 3. Product: [N:1]([CH2:10][CH2:11][O:12][CH2:13][CH2:14][NH:15][C:16](=[O:17])[O:18][C:19]([CH3:22])([CH3:21])[CH3:20])=[N+:2]=[N-:3].